From a dataset of Catalyst prediction with 721,799 reactions and 888 catalyst types from USPTO. Predict which catalyst facilitates the given reaction. (1) Reactant: [H-].[H-].[H-].[H-].[Li+].[Al+3].[CH:7]1([C@H:11]([NH:19][C:20](=O)OC(C)(C)C)[C:12]([N:14]2[CH2:17][CH:16]([OH:18])[CH2:15]2)=O)[CH2:10][CH2:9][CH2:8]1.C([O-])(O)=O.[Na+]. Product: [CH:7]1([C@H:11]([NH:19][CH3:20])[CH2:12][N:14]2[CH2:17][CH:16]([OH:18])[CH2:15]2)[CH2:10][CH2:9][CH2:8]1. The catalyst class is: 1. (2) Reactant: [ClH:1].[NH2:2][C:3]1[C:12]2[N:13]=[C:14]([CH2:33][CH2:34][CH2:35][CH3:36])[N:15]([CH2:16][CH2:17][CH2:18][CH2:19][NH:20][S:21]([C:24]3[CH:29]=[CH:28][CH:27]=[C:26]([N+:30]([O-])=O)[CH:25]=3)(=[O:23])=[O:22])[C:11]=2[C:10]2[CH:9]=[CH:8][CH:7]=[CH:6][C:5]=2[N:4]=1. Product: [ClH:1].[NH2:2][C:3]1[C:12]2[N:13]=[C:14]([CH2:33][CH2:34][CH2:35][CH3:36])[N:15]([CH2:16][CH2:17][CH2:18][CH2:19][NH:20][S:21]([C:24]3[CH:29]=[CH:28][CH:27]=[C:26]([NH2:30])[CH:25]=3)(=[O:23])=[O:22])[C:11]=2[C:10]2[CH:9]=[CH:8][CH:7]=[CH:6][C:5]=2[N:4]=1. The catalyst class is: 19.